Regression/Classification. Given a drug SMILES string, predict its absorption, distribution, metabolism, or excretion properties. Task type varies by dataset: regression for continuous measurements (e.g., permeability, clearance, half-life) or binary classification for categorical outcomes (e.g., BBB penetration, CYP inhibition). For this dataset (clearance_hepatocyte_az), we predict log10(clearance) (log10 of the in vitro intrinsic clearance, CLint, in uL/min per 10^6 hepatocytes; values are censored to the assay range of 3 to 150, which is 0.477 to 2.18 on this log10 scale). From a dataset of Hepatocyte clearance measurements from AstraZeneca. (1) The drug is C[C@@](C(=O)O[C@H]1C[N+]2(Cc3cc(-c4ccccc4)on3)CCC1CC2)(c1ccccc1)N1CCCCC1. The log10(clearance) is 2.04. (2) The molecule is O=C1COC2(CCN(S(=O)(=O)c3ccc(-c4ccc5cnccc5c4)cc3)CC2)CN1C1CC1. The log10(clearance) is 2.18. (3) The drug is Cc1cc(CN2CCc3ccccc3C2C(=O)Nc2ccc(Cl)cc2Cl)ccc1OCC(=O)O. The log10(clearance) is 1.30.